Dataset: NCI-60 drug combinations with 297,098 pairs across 59 cell lines. Task: Regression. Given two drug SMILES strings and cell line genomic features, predict the synergy score measuring deviation from expected non-interaction effect. (1) Drug 1: C1=CN(C=N1)CC(O)(P(=O)(O)O)P(=O)(O)O. Drug 2: CC(C)NC(=O)C1=CC=C(C=C1)CNNC.Cl. Cell line: SW-620. Synergy scores: CSS=0.232, Synergy_ZIP=-0.758, Synergy_Bliss=-1.31, Synergy_Loewe=0.199, Synergy_HSA=-0.131. (2) Cell line: RPMI-8226. Synergy scores: CSS=2.15, Synergy_ZIP=5.61, Synergy_Bliss=8.54, Synergy_Loewe=-0.937, Synergy_HSA=0.981. Drug 2: C1CCC(C1)C(CC#N)N2C=C(C=N2)C3=C4C=CNC4=NC=N3. Drug 1: CN1CCC(CC1)COC2=C(C=C3C(=C2)N=CN=C3NC4=C(C=C(C=C4)Br)F)OC. (3) Synergy scores: CSS=23.4, Synergy_ZIP=-4.50, Synergy_Bliss=2.70, Synergy_Loewe=-3.66, Synergy_HSA=1.81. Cell line: OVCAR-8. Drug 2: CC12CCC3C(C1CCC2OP(=O)(O)O)CCC4=C3C=CC(=C4)OC(=O)N(CCCl)CCCl.[Na+]. Drug 1: CC1CCC2CC(C(=CC=CC=CC(CC(C(=O)C(C(C(=CC(C(=O)CC(OC(=O)C3CCCCN3C(=O)C(=O)C1(O2)O)C(C)CC4CCC(C(C4)OC)OCCO)C)C)O)OC)C)C)C)OC. (4) Drug 1: C#CCC(CC1=CN=C2C(=N1)C(=NC(=N2)N)N)C3=CC=C(C=C3)C(=O)NC(CCC(=O)O)C(=O)O. Drug 2: C1=NC2=C(N1)C(=S)N=CN2. Cell line: CAKI-1. Synergy scores: CSS=19.9, Synergy_ZIP=7.17, Synergy_Bliss=5.09, Synergy_Loewe=-6.97, Synergy_HSA=-6.51. (5) Drug 1: CC(C)NC(=O)C1=CC=C(C=C1)CNNC.Cl. Drug 2: C1CCC(C(C1)N)N.C(=O)(C(=O)[O-])[O-].[Pt+4]. Cell line: U251. Synergy scores: CSS=18.1, Synergy_ZIP=-8.66, Synergy_Bliss=-12.1, Synergy_Loewe=-13.3, Synergy_HSA=-6.34. (6) Drug 1: CCC(=C(C1=CC=CC=C1)C2=CC=C(C=C2)OCCN(C)C)C3=CC=CC=C3.C(C(=O)O)C(CC(=O)O)(C(=O)O)O. Drug 2: C(CN)CNCCSP(=O)(O)O. Cell line: CCRF-CEM. Synergy scores: CSS=10.8, Synergy_ZIP=-3.68, Synergy_Bliss=-3.84, Synergy_Loewe=-44.5, Synergy_HSA=-3.29. (7) Drug 1: CC1=C(C=C(C=C1)NC(=O)C2=CC=C(C=C2)CN3CCN(CC3)C)NC4=NC=CC(=N4)C5=CN=CC=C5. Drug 2: C1CN(P(=O)(OC1)NCCCl)CCCl. Cell line: MOLT-4. Synergy scores: CSS=-14.2, Synergy_ZIP=14.7, Synergy_Bliss=7.70, Synergy_Loewe=-5.31, Synergy_HSA=-5.78.